Dataset: Catalyst prediction with 721,799 reactions and 888 catalyst types from USPTO. Task: Predict which catalyst facilitates the given reaction. (1) Reactant: [Cl:1][C:2]1[CH:10]=[CH:9][CH:8]=[C:7]2[C:3]=1[C:4]([C:15]([OH:17])=O)=[CH:5][N:6]2[CH:11]1[CH2:14][O:13][CH2:12]1.Cl.[NH2:19][CH2:20][C:21]1([OH:30])[CH2:26][CH2:25][C:24]([F:28])([F:27])[CH:23]([CH3:29])[CH2:22]1.Cl.C(N=C=N)C.N1(O)C2C=CC=CC=2N=N1.C(N(C(C)C)C(C)C)C. Product: [Cl:1][C:2]1[CH:10]=[CH:9][CH:8]=[C:7]2[C:3]=1[C:4]([C:15]([NH:19][CH2:20][C:21]1([OH:30])[CH2:26][CH2:25][C:24]([F:28])([F:27])[CH:23]([CH3:29])[CH2:22]1)=[O:17])=[CH:5][N:6]2[CH:11]1[CH2:12][O:13][CH2:14]1. The catalyst class is: 9. (2) Reactant: [CH3:1][NH:2][C:3]([C:5]1[C:10](=[O:11])[C:9]([C:12]2[CH:17]=[CH:16][CH:15]=[C:14]([C:18]([F:21])([F:20])[F:19])[CH:13]=2)=[C:8]([CH3:22])[N:7]([CH2:23][C:24]2[CH:29]=[CH:28][C:27]([C:30]#[N:31])=[CH:26][C:25]=2Br)[CH:6]=1)=[O:4].[CH2:33]([S:36]([O-:38])=[O:37])[CH2:34][CH3:35].[Na+].N1CCC[C@H]1C(O)=O.C([O-])([O-])=O.[K+].[K+]. Product: [CH3:1][NH:2][C:3]([C:5]1[C:10](=[O:11])[C:9]([C:12]2[CH:17]=[CH:16][CH:15]=[C:14]([C:18]([F:21])([F:20])[F:19])[CH:13]=2)=[C:8]([CH3:22])[N:7]([CH2:23][C:24]2[CH:29]=[CH:28][C:27]([C:30]#[N:31])=[CH:26][C:25]=2[S:36]([CH2:33][CH2:34][CH3:35])(=[O:38])=[O:37])[CH:6]=1)=[O:4]. The catalyst class is: 156. (3) Reactant: [CH2:1]([C:8]1[CH2:12][C:11](=[O:13])[NH:10][N:9]=1)[C:2]1[CH:7]=[CH:6][CH:5]=[CH:4][CH:3]=1.[N+:14]1([O-])[C:23]2[C:18](=[CH:19][CH:20]=[CH:21][CH:22]=2)[CH:17]=[CH:16][CH:15]=1. Product: [CH2:1]([C:8]1=[N:9][NH:10][C:11](=[O:13])/[C:12]/1=[C:15]1\[NH:14][C:23]2[C:18]([CH:17]=[CH:16]\1)=[CH:19][CH:20]=[CH:21][CH:22]=2)[C:2]1[CH:3]=[CH:4][CH:5]=[CH:6][CH:7]=1. The catalyst class is: 152. (4) Reactant: [NH2:1][C@H:2]1[CH2:11][CH2:10][C:9]2[C:8]([S:12]([NH:15][C:16]3[CH:21]=[CH:20][CH:19]=[CH:18][CH:17]=3)(=[O:14])=[O:13])=[CH:7][CH:6]=[C:5]([O:22][CH3:23])[C:4]=2[CH2:3]1.C(N(CC)CC)C.Cl[C:32]([O:34][CH2:35][CH3:36])=[O:33]. Product: [NH:15]([S:12]([C:8]1[CH:7]=[CH:6][C:5]([O:22][CH3:23])=[C:4]2[C:9]=1[CH2:10][CH2:11][C@H:2]([NH:1][C:32](=[O:33])[O:34][CH2:35][CH3:36])[CH2:3]2)(=[O:13])=[O:14])[C:16]1[CH:17]=[CH:18][CH:19]=[CH:20][CH:21]=1. The catalyst class is: 4. (5) Reactant: [CH3:1][O:2][CH2:3][C@@H:4]([NH:6][C:7]([C:9]1[C:17]2[C:12](=[N:13][CH:14]=[C:15]([C:18]3[C:26]4[C:21](=[CH:22][C:23]([Cl:28])=[CH:24][C:25]=4[F:27])[NH:20][N:19]=3)[N:16]=2)[N:11]([CH2:29][O:30][CH2:31][CH2:32][Si:33]([CH3:36])([CH3:35])[CH3:34])[CH:10]=1)=[O:8])[CH3:5].[H-].[Na+].I[CH3:40]. Product: [CH3:1][O:2][CH2:3][C@@H:4]([NH:6][C:7]([C:9]1[C:17]2[C:12](=[N:13][CH:14]=[C:15]([C:18]3[C:26]4[C:21](=[CH:22][C:23]([Cl:28])=[CH:24][C:25]=4[F:27])[N:20]([CH3:40])[N:19]=3)[N:16]=2)[N:11]([CH2:29][O:30][CH2:31][CH2:32][Si:33]([CH3:34])([CH3:36])[CH3:35])[CH:10]=1)=[O:8])[CH3:5]. The catalyst class is: 3. (6) Reactant: [CH3:1][C@@H:2]([CH2:6][CH:7]=[CH2:8])[C:3](O)=[O:4].[NH2:9][CH2:10][C@@H:11]1[CH2:15][CH2:14][CH2:13][N:12]1[C:16]([C@@H:18]([CH2:27][CH:28]=[CH2:29])[CH2:19][C:20]([O:22][C:23]([CH3:26])([CH3:25])[CH3:24])=[O:21])=[O:17]. Product: [CH3:1][C@@H:2]([CH2:6][CH:7]=[CH2:8])[C:3]([NH:9][CH2:10][C@@H:11]1[CH2:15][CH2:14][CH2:13][N:12]1[C:16]([C@@H:18]([CH2:27][CH:28]=[CH2:29])[CH2:19][C:20]([O:22][C:23]([CH3:24])([CH3:25])[CH3:26])=[O:21])=[O:17])=[O:4]. The catalyst class is: 2. (7) Reactant: [CH3:1][C:2]1([CH3:25])[C:22]2[C:9](=[CH:10][C:11]3[C:12](=O)[C:13]4[CH:14]=[CH:15][CH:16]=[CH:17][C:18]=4[C:19](=O)[C:20]=3[CH:21]=2)[C:8]2[C:3]1=[CH:4][CH:5]=[CH:6][CH:7]=2.I.II. Product: [CH3:1][C:2]1([CH3:25])[C:22]2[C:9](=[CH:10][C:11]3[CH:12]=[C:13]4[C:18](=[CH:19][C:20]=3[CH:21]=2)[CH:17]=[CH:16][CH:15]=[CH:14]4)[C:8]2[C:3]1=[CH:4][CH:5]=[CH:6][CH:7]=2. The catalyst class is: 15.